From a dataset of NCI-60 drug combinations with 297,098 pairs across 59 cell lines. Regression. Given two drug SMILES strings and cell line genomic features, predict the synergy score measuring deviation from expected non-interaction effect. Drug 1: C1CC(=O)NC(=O)C1N2C(=O)C3=CC=CC=C3C2=O. Drug 2: CC1C(C(CC(O1)OC2CC(CC3=C2C(=C4C(=C3O)C(=O)C5=CC=CC=C5C4=O)O)(C(=O)C)O)N)O. Cell line: HCT-15. Synergy scores: CSS=41.0, Synergy_ZIP=6.03, Synergy_Bliss=9.36, Synergy_Loewe=-33.5, Synergy_HSA=9.00.